This data is from NCI-60 drug combinations with 297,098 pairs across 59 cell lines. The task is: Regression. Given two drug SMILES strings and cell line genomic features, predict the synergy score measuring deviation from expected non-interaction effect. (1) Drug 1: CC1C(C(CC(O1)OC2CC(CC3=C2C(=C4C(=C3O)C(=O)C5=C(C4=O)C(=CC=C5)OC)O)(C(=O)C)O)N)O.Cl. Drug 2: CCCCC(=O)OCC(=O)C1(CC(C2=C(C1)C(=C3C(=C2O)C(=O)C4=C(C3=O)C=CC=C4OC)O)OC5CC(C(C(O5)C)O)NC(=O)C(F)(F)F)O. Cell line: HOP-62. Synergy scores: CSS=32.2, Synergy_ZIP=6.04, Synergy_Bliss=4.35, Synergy_Loewe=1.48, Synergy_HSA=1.48. (2) Drug 1: CNC(=O)C1=NC=CC(=C1)OC2=CC=C(C=C2)NC(=O)NC3=CC(=C(C=C3)Cl)C(F)(F)F. Drug 2: CC1=C(C(=O)C2=C(C1=O)N3CC4C(C3(C2COC(=O)N)OC)N4)N. Cell line: NCI-H460. Synergy scores: CSS=44.0, Synergy_ZIP=0.771, Synergy_Bliss=-0.169, Synergy_Loewe=-12.9, Synergy_HSA=-2.70.